Dataset: Forward reaction prediction with 1.9M reactions from USPTO patents (1976-2016). Task: Predict the product of the given reaction. (1) Given the reactants [CH3:1][O:2][C:3]1[C:4]([NH:13][C:14]2[C:15]3[CH:22]=[C:21]([C:23]([O:25]CC)=[O:24])[NH:20][C:16]=3[N:17]=[CH:18][N:19]=2)=[CH:5][C:6]2[S:10][C:9](=[O:11])[NH:8][C:7]=2[CH:12]=1.[OH-].[Li+].Cl, predict the reaction product. The product is: [CH3:1][O:2][C:3]1[C:4]([NH:13][C:14]2[C:15]3[CH:22]=[C:21]([C:23]([OH:25])=[O:24])[NH:20][C:16]=3[N:17]=[CH:18][N:19]=2)=[CH:5][C:6]2[S:10][C:9](=[O:11])[NH:8][C:7]=2[CH:12]=1. (2) Given the reactants Cl.Cl.N[CH2:4][CH2:5][O:6][C:7]1[CH:8]=[CH:9][C:10]2[C:11]3[N:20]([CH2:21][CH:22]4[CH2:27][CH2:26][O:25][CH2:24][CH2:23]4)[C:19]([CH2:28][CH3:29])=[N:18][C:12]=3[C:13]([NH2:17])=[N:14][C:15]=2[CH:16]=1.C([N:32](CC)CC)C.[CH:37]([N:40]=[C:41]=[O:42])([CH3:39])[CH3:38].C(=O)([O-])[O-].[Na+].[Na+], predict the reaction product. The product is: [NH2:17][C:13]1[C:12]2[N:18]=[C:19]([CH2:28][CH3:29])[N:20]([CH2:21][CH:22]3[CH2:23][CH2:24][O:25][CH2:26][CH2:27]3)[C:11]=2[C:10]2[CH:9]=[CH:8][C:7]([O:6][CH2:5][CH2:4][N:40]([CH:37]([CH3:39])[CH3:38])[C:41]([NH2:32])=[O:42])=[CH:16][C:15]=2[N:14]=1. (3) Given the reactants [C:1]([O-])([O-])=O.[Cs+].[Cs+].IC.[Br:9][C:10]1[CH:22]=[C:21]2[C:13]([C:14]3[CH2:15][CH2:16][CH2:17][C:18](=[O:23])[C:19]=3[NH:20]2)=[CH:12][CH:11]=1, predict the reaction product. The product is: [Br:9][C:10]1[CH:22]=[C:21]2[C:13]([C:14]3[CH2:15][CH2:16][CH2:17][C:18](=[O:23])[C:19]=3[N:20]2[CH3:1])=[CH:12][CH:11]=1. (4) Given the reactants [Cl:1][C:2]1[CH:3]=[C:4]([CH2:9][OH:10])[CH:5]=[N:6][C:7]=1Cl.[CH3:11][C@@H:12]1[CH2:17][NH:16][CH2:15][CH2:14][NH:13]1, predict the reaction product. The product is: [Cl:1][C:2]1[CH:3]=[C:4]([CH2:9][OH:10])[CH:5]=[N:6][C:7]=1[N:16]1[CH2:15][CH2:14][NH:13][C@H:12]([CH3:11])[CH2:17]1. (5) Given the reactants F[C:2]1[CH:7]=[CH:6][C:5]([NH:8][C:9](=[O:12])[O:10][CH3:11])=[CH:4][C:3]=1[N+:13]([O-:15])=[O:14].[CH:16]1([CH2:22][NH2:23])[CH2:21][CH2:20][CH2:19][CH2:18][CH2:17]1, predict the reaction product. The product is: [CH3:11][O:10][C:9](=[O:12])[NH:8][C:5]1[CH:6]=[CH:7][C:2]([NH:23][CH2:22][CH:16]2[CH2:21][CH2:20][CH2:19][CH2:18][CH2:17]2)=[C:3]([N+:13]([O-:15])=[O:14])[CH:4]=1. (6) Given the reactants [O:1]1[CH2:6][CH2:5][NH:4][C:3]2[CH:7]=[N:8][CH:9]=[CH:10][C:2]1=2.[CH3:11][O:12][C:13]1[CH:18]=[CH:17][C:16]([CH2:19][C:20](Cl)=[O:21])=[CH:15][CH:14]=1.C(N(CC)CC)C.O, predict the reaction product. The product is: [O:1]1[CH2:6][CH2:5][N:4]([C:20](=[O:21])[CH2:19][C:16]2[CH:17]=[CH:18][C:13]([O:12][CH3:11])=[CH:14][CH:15]=2)[C:3]2[CH:7]=[N:8][CH:9]=[CH:10][C:2]1=2. (7) The product is: [NH2:40][C:35]1[C:34]2=[CH:33][CH:32]=[C:31]([C@H:10]3[C@H:9]([OH:8])[C@H:13]([OH:14])[C@@H:12]([CH2:22][OH:23])[O:11]3)[N:39]2[N:38]=[CH:37][N:36]=1. Given the reactants C([O:8][C@@H:9]1[C@H:13]([O:14]CC2C=CC=CC=2)[C@@H:12]([CH2:22][O:23]CC2C=CC=CC=2)[O:11][C@H:10]1[C:31]1[N:39]2[C:34]([C:35]([NH2:40])=[N:36][CH:37]=[N:38]2)=[CH:33][CH:32]=1)C1C=CC=CC=1, predict the reaction product.